Dataset: Forward reaction prediction with 1.9M reactions from USPTO patents (1976-2016). Task: Predict the product of the given reaction. (1) Given the reactants [OH:1][C:2]1[CH:3]=[C:4]([CH:9]=[C:10]([OH:12])[CH:11]=1)[C:5]([O:7][CH3:8])=[O:6].C([O-])([O-])=O.[K+].[K+].Br[CH2:20][CH2:21][CH2:22][CH2:23][CH2:24][CH2:25][CH2:26][CH2:27][CH2:28][CH2:29][CH2:30][CH3:31].Cl, predict the reaction product. The product is: [CH2:20]([O:1][C:2]1[CH:3]=[C:4]([CH:9]=[C:10]([O:12][CH2:31][CH2:30][CH2:29][CH2:28][CH2:27][CH2:26][CH2:25][CH2:24][CH2:23][CH2:22][CH2:21][CH3:20])[CH:11]=1)[C:5]([O:7][CH3:8])=[O:6])[CH2:21][CH2:22][CH2:23][CH2:24][CH2:25][CH2:26][CH2:27][CH2:28][CH2:29][CH2:30][CH3:31]. (2) Given the reactants [NH2:1][C:2]1[CH:3]=[C:4]([F:30])[C:5]([F:29])=[C:6]([C@:8]23[CH2:16][O:15][C@H:14]([C:17]([F:20])([F:19])[F:18])[C@H:13]2[CH2:12][S:11][C:10]([NH:21]C(=O)OC(C)(C)C)=[N:9]3)[CH:7]=1.[F:31][CH2:32][C:33]1[N:34]=[CH:35][C:36]([C:39](O)=[O:40])=[N:37][CH:38]=1, predict the reaction product. The product is: [NH2:21][C:10]1[S:11][CH2:12][C@@H:13]2[C@@H:14]([C:17]([F:19])([F:18])[F:20])[O:15][CH2:16][C@:8]2([C:6]2[CH:7]=[C:2]([NH:1][C:39]([C:36]3[CH:35]=[N:34][C:33]([CH2:32][F:31])=[CH:38][N:37]=3)=[O:40])[CH:3]=[C:4]([F:30])[C:5]=2[F:29])[N:9]=1. (3) Given the reactants [NH2:1][C:2]1[CH:3]=[C:4]([CH:21]=[CH:22][CH:23]=1)[O:5][C:6]1[N:11]=[C:10]2[S:12][C:13]([NH:15][C:16]([CH:18]3[CH2:20][CH2:19]3)=[O:17])=[N:14][C:9]2=[CH:8][CH:7]=1.[Cl:24][C:25]1[C:33]([C:34]([C:37]#[N:38])([CH3:36])[CH3:35])=[CH:32][CH:31]=[CH:30][C:26]=1[C:27](O)=[O:28].F[P-](F)(F)(F)(F)F.N1(OC(N(C)C)=[N+](C)C)C2N=CC=CC=2N=N1.C(=O)([O-])O.[Na+], predict the reaction product. The product is: [Cl:24][C:25]1[C:33]([C:34]([C:37]#[N:38])([CH3:36])[CH3:35])=[CH:32][CH:31]=[CH:30][C:26]=1[C:27]([NH:1][C:2]1[CH:23]=[CH:22][CH:21]=[C:4]([O:5][C:6]2[N:11]=[C:10]3[S:12][C:13]([NH:15][C:16]([CH:18]4[CH2:20][CH2:19]4)=[O:17])=[N:14][C:9]3=[CH:8][CH:7]=2)[CH:3]=1)=[O:28]. (4) Given the reactants [CH3:1][C:2]1[CH:7]=[CH:6][N:5]=[CH:4][CH:3]=1.C[Si](C)(C)[N-][Si](C)(C)C.[Na+].[CH3:18][O:19][C:20]1[CH:21]=[C:22]([CH:27]=[CH:28][CH:29]=1)[C:23](OC)=[O:24].[Cl-].[NH4+], predict the reaction product. The product is: [CH3:18][O:19][C:20]1[CH:21]=[C:22]([C:23](=[O:24])[CH2:1][C:2]2[CH:7]=[CH:6][N:5]=[CH:4][CH:3]=2)[CH:27]=[CH:28][CH:29]=1.